From a dataset of Forward reaction prediction with 1.9M reactions from USPTO patents (1976-2016). Predict the product of the given reaction. (1) Given the reactants [Cl:1][CH2:2][CH:3]([OH:6])[CH2:4][Cl:5].B(F)(F)F.CCOCC.[CH2:16]=[CH:17][CH2:18][CH2:19][CH2:20][CH2:21][CH2:22][CH2:23][CH2:24][CH2:25][CH2:26][CH3:27], predict the reaction product. The product is: [CH2:16]=[CH:17][CH2:18][CH2:19][CH2:20][CH2:21][CH2:22][CH2:23][CH2:24][CH2:25][CH2:26][CH3:27].[Cl:1][CH2:2][CH:3]([O:6][CH:26]([CH2:25][CH2:24][CH2:23][CH2:22][CH2:21][CH2:20][CH2:19][CH2:18][CH2:17][CH3:16])[CH3:27])[CH2:4][Cl:5]. (2) Given the reactants [CH3:1][N:2]([CH3:7])[CH2:3][C:4](O)=[O:5].O=C1N(P(Cl)(N2CCOC2=O)=O)CCO1.CCN(CC)CC.[F:30][C:31]([F:36])([F:35])[C:32]([OH:34])=[O:33].[CH3:37][C:38]1([CH3:66])[CH2:43][CH2:42][C:41]([C:44]2[N:49]=[C:48]([CH:50]3[CH2:55][CH2:54][NH:53][CH2:52][CH2:51]3)[CH:47]=[CH:46][C:45]=2[NH:56][C:57]([C:59]2[NH:60][CH:61]=[C:62]([C:64]#[N:65])[N:63]=2)=[O:58])=[CH:40][CH2:39]1, predict the reaction product. The product is: [F:30][C:31]([F:36])([F:35])[C:32]([OH:34])=[O:33].[CH3:1][N:2]([CH3:7])[CH2:3][C:4]([N:53]1[CH2:54][CH2:55][CH:50]([C:48]2[CH:47]=[CH:46][C:45]([NH:56][C:57]([C:59]3[NH:60][CH:61]=[C:62]([C:64]#[N:65])[N:63]=3)=[O:58])=[C:44]([C:41]3[CH2:42][CH2:43][C:38]([CH3:66])([CH3:37])[CH2:39][CH:40]=3)[N:49]=2)[CH2:51][CH2:52]1)=[O:5]. (3) Given the reactants [CH3:1][C:2]1([C:7]2[O:11][C:10]([CH2:12][N:13]3[CH:17]=[C:16]([NH2:18])[CH:15]=[N:14]3)=[CH:9][CH:8]=2)[O:6]CCO1.[F:19][C:20]([F:33])([F:32])[C:21]1[CH:26]=[CH:25][CH:24]=[CH:23][C:22]=1/[CH:27]=[CH:28]/[C:29](O)=[O:30], predict the reaction product. The product is: [C:2]([C:7]1[O:11][C:10]([CH2:12][N:13]2[CH:17]=[C:16]([NH:18][C:29](=[O:30])/[CH:28]=[CH:27]/[C:22]3[CH:23]=[CH:24][CH:25]=[CH:26][C:21]=3[C:20]([F:32])([F:33])[F:19])[CH:15]=[N:14]2)=[CH:9][CH:8]=1)(=[O:6])[CH3:1]. (4) Given the reactants Cl[CH2:2][C:3]1[C:8]([CH2:9][CH3:10])=[N:7][C:6]2[N:11]([CH2:14][CH3:15])[N:12]=[CH:13][C:5]=2[C:4]=1[NH:16][CH:17]1[CH2:22][CH2:21][O:20][CH2:19][CH2:18]1.[F:23][C:24]1[CH:29]=[CH:28][C:27]([CH2:30][NH:31][C:32]([C:34]2[CH:39]=[CH:38][CH:37]=[C:36]([CH2:40][OH:41])[CH:35]=2)=[O:33])=[CH:26][C:25]=1[C:42]1[CH:47]=[CH:46][CH:45]=[C:44]([CH2:48][N:49]2[CH2:54][CH2:53][N:52](C(OC(C)(C)C)=O)[CH2:51][CH2:50]2)[CH:43]=1, predict the reaction product. The product is: [CH2:14]([N:11]1[C:6]2=[N:7][C:8]([CH2:9][CH3:10])=[C:3]([CH2:2][O:41][CH2:40][C:36]3[CH:35]=[C:34]([CH:39]=[CH:38][CH:37]=3)[C:32]([NH:31][CH2:30][C:27]3[CH:26]=[C:25]([C:42]4[CH:47]=[CH:46][CH:45]=[C:44]([CH2:48][N:49]5[CH2:54][CH2:53][NH:52][CH2:51][CH2:50]5)[CH:43]=4)[C:24]([F:23])=[CH:29][CH:28]=3)=[O:33])[C:4]([NH:16][CH:17]3[CH2:22][CH2:21][O:20][CH2:19][CH2:18]3)=[C:5]2[CH:13]=[N:12]1)[CH3:15].